Dataset: Reaction yield outcomes from USPTO patents with 853,638 reactions. Task: Predict the reaction yield, written as a fraction of the theoretical maximum amount of product (1.0 means a 100% yield; for example, 0.34 means a 34% yield). (1) The reactants are [C:1]([O:5][C:6]([N:8]1[CH2:12][CH:11](O)[CH:10]([C:14]2[CH:19]=[CH:18][C:17]([NH:20][C:21](=[O:29])[C:22]3[CH:27]=[CH:26][C:25]([Cl:28])=[CH:24][CH:23]=3)=[CH:16][CH:15]=2)[CH2:9]1)=[O:7])([CH3:4])([CH3:3])[CH3:2].C(N(S(F)(F)[F:36])CC)C. The catalyst is ClC(Cl)C.C(#N)C. The product is [C:1]([O:5][C:6]([N:8]1[CH2:12][CH:11]([F:36])[CH:10]([C:14]2[CH:19]=[CH:18][C:17]([NH:20][C:21](=[O:29])[C:22]3[CH:27]=[CH:26][C:25]([Cl:28])=[CH:24][CH:23]=3)=[CH:16][CH:15]=2)[CH2:9]1)=[O:7])([CH3:4])([CH3:3])[CH3:2]. The yield is 0.150. (2) The reactants are [CH2:1]([C:8]1([O:12][C:13]([NH:15][C@@H:16]([CH2:21][CH2:22][CH2:23][CH3:24])[C:17]([O:19]C)=O)=[O:14])[CH2:11][CH2:10][CH2:9]1)[C:2]1[CH:7]=[CH:6][CH:5]=[CH:4][CH:3]=1.O.[OH-].[Li+].[C:28]1([P:34](=[CH:47][C:48]#[N:49])([C:41]2[CH:46]=[CH:45][CH:44]=[CH:43][CH:42]=2)[C:35]2[CH:40]=[CH:39][CH:38]=[CH:37][CH:36]=2)[CH:33]=[CH:32][CH:31]=[CH:30][CH:29]=1.O. The catalyst is O1CCCC1.O.CN(C)C1C=CN=CC=1. The product is [C:48]([C:47](=[P:34]([C:35]1[CH:40]=[CH:39][CH:38]=[CH:37][CH:36]=1)([C:28]1[CH:29]=[CH:30][CH:31]=[CH:32][CH:33]=1)[C:41]1[CH:46]=[CH:45][CH:44]=[CH:43][CH:42]=1)[C:17]([C@@H:16]([NH:15][C:13](=[O:14])[O:12][C:8]1([CH2:1][C:2]2[CH:3]=[CH:4][CH:5]=[CH:6][CH:7]=2)[CH2:9][CH2:10][CH2:11]1)[CH2:21][CH2:22][CH2:23][CH3:24])=[O:19])#[N:49]. The yield is 0.740. (3) The reactants are [NH2:1][C:2]1[CH:7]=[CH:6][CH:5]=[CH:4][C:3]=1[S:8]([NH2:11])(=[O:10])=[O:9].[O:12]1[C:17]2=[CH:18][CH:19]=[CH:20][C:16]2=[CH:15][CH:14]=[C:13]1[C:21]1[CH:26]=[CH:25][CH:24]=[CH:23][C:22]=1/[CH:27]=[CH:28]/[S:29](Cl)(=[O:31])=[O:30]. The catalyst is N1C=CC=CC=1. The product is [O:12]1[C:17]2=[CH:18][CH:19]=[CH:20][C:16]2=[CH:15][CH:14]=[C:13]1[C:21]1[CH:26]=[CH:25][CH:24]=[CH:23][C:22]=1/[CH:27]=[CH:28]/[S:29]([NH:1][C:2]1[CH:7]=[CH:6][CH:5]=[CH:4][C:3]=1[S:8]([NH2:11])(=[O:9])=[O:10])(=[O:31])=[O:30]. The yield is 0.460. (4) The reactants are [F:1][C:2]1([F:16])[CH2:7][CH2:6][C@@:5]([C:9]2[N:13]([CH3:14])[N:12]=[CH:11][CH:10]=2)(O)[C@H:4]([OH:15])[CH2:3]1.C(OC)(OC)(OC)C.[Br-].[Li+].C(Br)(=O)C.C(=O)([O-])[O-].[K+].[K+]. The catalyst is ClCCl.C1(C)C=CC(S(O)(=O)=O)=CC=1.O. The product is [F:1][C:2]1([F:16])[CH2:3][C@H:4]2[C@:5]([C:9]3[N:13]([CH3:14])[N:12]=[CH:11][CH:10]=3)([O:15]2)[CH2:6][CH2:7]1. The yield is 0.700. (5) The reactants are Br[C:2]1[C:7]([CH3:8])=[C:6]([N+:9]([O-:11])=[O:10])[C:5]([CH3:12])=[CH:4][C:3]=1[CH3:13].[CH3:14][O-:15].[Na+]. The catalyst is CO.N1C=CC=CC=1. The product is [N+:9]([C:6]1[C:7]([CH3:8])=[C:2]([O:15][CH3:14])[C:3]([CH3:13])=[CH:4][C:5]=1[CH3:12])([O-:11])=[O:10]. The yield is 0.540. (6) The reactants are C([O:3][C:4]([C:6]1[C:15](=[O:16])[C:14]2[C:9](=[CH:10][CH:11]=[CH:12][N:13]=2)[N:8]([CH2:17][C:18]2([C:23]3[CH:28]=[CH:27][CH:26]=[CH:25][CH:24]=3)[CH2:22][CH2:21][CH2:20][CH2:19]2)[CH:7]=1)=[O:5])C.C1(C2C=CC=CC=2)C=CC=CC=1CN1C2C(=NC=CC=2)C(=O)C(C(O)=O)=C1. No catalyst specified. The product is [O:16]=[C:15]1[C:14]2[C:9](=[CH:10][CH:11]=[CH:12][N:13]=2)[N:8]([CH2:17][C:18]2([C:23]3[CH:28]=[CH:27][CH:26]=[CH:25][CH:24]=3)[CH2:19][CH2:20][CH2:21][CH2:22]2)[CH:7]=[C:6]1[C:4]([OH:5])=[O:3]. The yield is 0.335. (7) The reactants are Br[C:2]1[CH:3]=[C:4]2[C:8](=[C:9]([C:11]([NH2:13])=[O:12])[CH:10]=1)[NH:7][CH:6]=[C:5]2[CH:14]1[CH2:19][CH2:18][N:17]([S:20]([CH:23]([CH3:25])[CH3:24])(=[O:22])=[O:21])[CH2:16][CH2:15]1.CC1(C)C(C)(C)OB([C:34]2[CH:35]=[C:36]([CH:39]=[O:40])[S:37][CH:38]=2)O1.C([O-])([O-])=O.[Cs+].[Cs+]. The catalyst is C1C=CC([P]([Pd]([P](C2C=CC=CC=2)(C2C=CC=CC=2)C2C=CC=CC=2)([P](C2C=CC=CC=2)(C2C=CC=CC=2)C2C=CC=CC=2)[P](C2C=CC=CC=2)(C2C=CC=CC=2)C2C=CC=CC=2)(C2C=CC=CC=2)C2C=CC=CC=2)=CC=1. The product is [CH:39]([C:36]1[S:37][CH:38]=[C:34]([C:2]2[CH:3]=[C:4]3[C:8](=[C:9]([C:11]([NH2:13])=[O:12])[CH:10]=2)[NH:7][CH:6]=[C:5]3[CH:14]2[CH2:19][CH2:18][N:17]([S:20]([CH:23]([CH3:25])[CH3:24])(=[O:21])=[O:22])[CH2:16][CH2:15]2)[CH:35]=1)=[O:40]. The yield is 0.860. (8) The reactants are [Br:1][C:2]1[CH:7]=[C:6]([F:8])[C:5]([N+:9]([O-:11])=[O:10])=[CH:4][C:3]=1[CH2:12][C:13]([OH:15])=[O:14].S(=O)(=O)(O)O.[CH3:21][CH2:22]O. No catalyst specified. The product is [Br:1][C:2]1[CH:7]=[C:6]([F:8])[C:5]([N+:9]([O-:11])=[O:10])=[CH:4][C:3]=1[CH2:12][C:13]([O:15][CH2:21][CH3:22])=[O:14]. The yield is 0.490. (9) The reactants are [Cl:1][C:2]1[C:3]([Cl:15])=[C:4]([Cl:14])[C:5]([Cl:13])=[C:6]2[C:11](=O)[O:10][C:8](=[O:9])[C:7]=12.[Cl:16][C:17]1[CH:23]=[CH:22][C:20]([OH:21])=[CH:19][C:18]=1[OH:24].[C:25]1([CH:32]=[CH:31][CH:30]=[C:28](O)[CH:27]=1)[OH:26]. No catalyst specified. The product is [Cl:16][C:17]1[C:18]([OH:24])=[CH:19][C:20]2[O:21][C:31]3[C:30](=[CH:28][CH:27]=[C:25]([OH:26])[CH:32]=3)[C:11]3([C:6]4[C:7](=[C:2]([Cl:1])[C:3]([Cl:15])=[C:4]([Cl:14])[C:5]=4[Cl:13])[C:8](=[O:9])[O:10]3)[C:22]=2[CH:23]=1. The yield is 0.186.